This data is from Forward reaction prediction with 1.9M reactions from USPTO patents (1976-2016). The task is: Predict the product of the given reaction. (1) Given the reactants Cl[C:2]1[C:11]2[C:6](=[C:7]([O:12][CH3:13])[CH:8]=[CH:9][CH:10]=2)[CH:5]=[C:4]([NH:14][C:15]2[CH:19]=[C:18]([CH3:20])[NH:17][N:16]=2)[N:3]=1.[F:21][C:22]1[CH:27]=[CH:26][CH:25]=[CH:24][C:23]=1B(O)O, predict the reaction product. The product is: [F:21][C:22]1[CH:27]=[CH:26][CH:25]=[CH:24][C:23]=1[C:2]1[C:11]2[C:6](=[C:7]([O:12][CH3:13])[CH:8]=[CH:9][CH:10]=2)[CH:5]=[C:4]([NH:14][C:15]2[CH:19]=[C:18]([CH3:20])[NH:17][N:16]=2)[N:3]=1. (2) Given the reactants [Cl:1][C:2]1[C:7]([C:8]([F:11])([F:10])[F:9])=[CH:6][CH:5]=[CH:4][C:3]=1[CH2:12][NH:13][C:14](=[O:22])[CH2:15][C:16]1[N:20]([CH3:21])[N:19]=[CH:18][CH:17]=1.[Cl:23]N1C(=O)CCC1=O.ClCCl, predict the reaction product. The product is: [Cl:23][C:17]1[CH:18]=[N:19][N:20]([CH3:21])[C:16]=1[CH2:15][C:14]([NH:13][CH2:12][C:3]1[CH:4]=[CH:5][CH:6]=[C:7]([C:8]([F:10])([F:11])[F:9])[C:2]=1[Cl:1])=[O:22]. (3) Given the reactants [CH3:1][CH2:2][N:3]([CH:7]([CH3:9])C)[CH:4]([CH3:6])C.[F:10][C:11]1[CH:16]=[CH:15][C:14]([C:17]2[O:21][N:20]=[C:19]([C:22]([NH:24]CC(O)=O)=[O:23])[CH:18]=2)=[CH:13][CH:12]=1.C1(C2[O:39]N=C(C(NCC(O)=O)=O)C=2)C=CC=CC=1.FC1C=CC(C(=O)C)=CC=1.C1C=CC2N(O)N=NC=2C=1.CCN=C=NCCCN(C)C.Cl.Cl.[Cl:80][C:81]1[C:86]([O:87][CH:88]2CCNCC2)=[CH:85][CH:84]=[CH:83][N:82]=1.Cl.ClC1C=CC=CC=1OC1CCNCC1, predict the reaction product. The product is: [Cl:80][C:81]1[C:86]([O:87][CH:88]2[CH2:1][CH2:2][N:3]([C:4](=[O:39])[CH2:6][NH:24][C:22]([C:19]3[CH:18]=[C:17]([C:14]4[CH:13]=[CH:12][C:11]([F:10])=[CH:16][CH:15]=4)[O:21][N:20]=3)=[O:23])[CH2:7][CH2:9]2)=[CH:85][CH:84]=[CH:83][N:82]=1. (4) Given the reactants [CH3:1][O:2][C:3]([C:5]1[C:13]2[N:12]=[C:11]([NH2:14])[NH:10][C:9]=2[CH:8]=[C:7]([N+:15]([O-:17])=[O:16])[CH:6]=1)=[O:4].[CH:18]1[C:27]2[C:22](=[CH:23][CH:24]=[CH:25][CH:26]=2)[CH:21]=[C:20]([C:28](O)=[O:29])[N:19]=1.CN(C(ON1N=NC2C=CC=CC1=2)=[N+](C)C)C.F[P-](F)(F)(F)(F)F, predict the reaction product. The product is: [CH3:1][O:2][C:3]([C:5]1[C:13]2[N:12]=[C:11]([NH:14][C:28]([C:20]3[N:19]=[CH:18][C:27]4[C:22]([CH:21]=3)=[CH:23][CH:24]=[CH:25][CH:26]=4)=[O:29])[NH:10][C:9]=2[CH:8]=[C:7]([N+:15]([O-:17])=[O:16])[CH:6]=1)=[O:4]. (5) Given the reactants [Br:1][C:2]1[CH:7]=[C:6]([CH3:8])[CH:5]=[CH:4][N:3]=1.C[O:10][C:11](=O)[C:12]1[CH:17]=[CH:16][CH:15]=[C:14]([CH3:18])[N:13]=1, predict the reaction product. The product is: [Br:1][C:2]1[CH:7]=[C:6]([CH2:8][C:11]([C:12]2[CH:17]=[CH:16][CH:15]=[C:14]([CH3:18])[N:13]=2)=[O:10])[CH:5]=[CH:4][N:3]=1. (6) The product is: [CH:15]1([C:14]2[O:13][N:12]=[C:11]([C:18]3[C:19]([Cl:25])=[CH:20][CH:21]=[CH:22][C:23]=3[Cl:24])[C:10]=2[CH2:9][O:8][CH:4]2[CH2:5][CH2:6][CH2:7][N:1]([C:27]3[CH:39]=[CH:38][C:30]4[C:31]([C:34]([O:36][CH3:37])=[O:35])=[N:32][S:33][C:29]=4[CH:28]=3)[CH2:2][CH2:3]2)[CH2:16][CH2:17]1. Given the reactants [NH:1]1[CH2:7][CH2:6][CH2:5][CH:4]([O:8][CH2:9][C:10]2[C:11]([C:18]3[C:23]([Cl:24])=[CH:22][CH:21]=[CH:20][C:19]=3[Cl:25])=[N:12][O:13][C:14]=2[CH:15]2[CH2:17][CH2:16]2)[CH2:3][CH2:2]1.Br[C:27]1[CH:39]=[CH:38][C:30]2[C:31]([C:34]([O:36][CH3:37])=[O:35])=[N:32][S:33][C:29]=2[CH:28]=1.C(=O)([O-])[O-].[Cs+].[Cs+].CC(C1C=C(C(C)C)C(C2C=CC=CC=2P(C2CCCCC2)C2CCCCC2)=C(C(C)C)C=1)C, predict the reaction product. (7) Given the reactants [F:1][C:2]1[C:13]([Cl:14])=[CH:12][CH:11]=[CH:10][C:3]=1[C:4](N(OC)C)=[O:5].[CH3:15][O:16][C:17]1[CH:22]=[C:21]([O:23][CH3:24])[CH:20]=[CH:19][C:18]=1[Mg]Br, predict the reaction product. The product is: [Cl:14][C:13]1[C:2]([F:1])=[C:3]([C:4]([C:20]2[CH:19]=[CH:18][C:17]([O:16][CH3:15])=[CH:22][C:21]=2[O:23][CH3:24])=[O:5])[CH:10]=[CH:11][CH:12]=1. (8) Given the reactants [NH2:1][CH:2]1[CH2:7][CH2:6][CH:5]([NH:8][C:9]2[CH:16]=[C:15]([N:17]3[C:25]4[CH2:24][C:23]([CH3:27])([CH3:26])[CH2:22][C:21](=[O:28])[C:20]=4[C:19]([C:29]([F:32])([F:31])[F:30])=[N:18]3)[CH:14]=[CH:13][C:10]=2[C:11]#[N:12])[CH2:4][CH2:3]1.Br[CH2:34][CH:35]1[CH2:37][CH2:36]1.CCN(C(C)C)C(C)C.[NH4+].[Cl-], predict the reaction product. The product is: [CH:35]1([CH2:34][NH:1][CH:2]2[CH2:3][CH2:4][CH:5]([NH:8][C:9]3[CH:16]=[C:15]([N:17]4[C:25]5[CH2:24][C:23]([CH3:27])([CH3:26])[CH2:22][C:21](=[O:28])[C:20]=5[C:19]([C:29]([F:31])([F:32])[F:30])=[N:18]4)[CH:14]=[CH:13][C:10]=3[C:11]#[N:12])[CH2:6][CH2:7]2)[CH2:37][CH2:36]1. (9) Given the reactants Br[C:2]1[CH:3]=[C:4]2[C:9](=[CH:10][CH:11]=1)[CH2:8][CH2:7][CH2:6][CH2:5]2.C([Li])CCC.[B:17](OC(C)C)([O:22]C(C)C)[O:18]C(C)C.[Cl-].[NH4+], predict the reaction product. The product is: [CH:3]1[C:4]2[CH2:5][CH2:6][CH2:7][CH2:8][C:9]=2[CH:10]=[CH:11][C:2]=1[B:17]([OH:22])[OH:18]. (10) Given the reactants Cl[C:2]1[CH:7]=[C:6]([C:8]2[C:9]3[N:10]([C:29]([CH2:32][CH3:33])=[CH:30][CH:31]=3)[N:11]=[C:12]([C:23]3[CH:28]=[CH:27][CH:26]=[CH:25][CH:24]=3)[C:13]=2[CH2:14][CH2:15][CH2:16][CH2:17][C:18]([O:20]CC)=[O:19])[CH:5]=[CH:4][N:3]=1.[CH3:34][S-:35].[Na+].Cl, predict the reaction product. The product is: [CH2:32]([C:29]1[N:10]2[N:11]=[C:12]([C:23]3[CH:28]=[CH:27][CH:26]=[CH:25][CH:24]=3)[C:13]([CH2:14][CH2:15][CH2:16][CH2:17][C:18]([OH:20])=[O:19])=[C:8]([C:6]3[CH:5]=[CH:4][N:3]=[C:2]([S:35][CH3:34])[CH:7]=3)[C:9]2=[CH:31][CH:30]=1)[CH3:33].